Dataset: Catalyst prediction with 721,799 reactions and 888 catalyst types from USPTO. Task: Predict which catalyst facilitates the given reaction. (1) Product: [Br:1][C:2]1[C:7](=[O:18])[NH:6][C:5]([C:9]([O:11][CH2:12][CH3:13])=[O:10])=[C:4]([F:14])[CH:3]=1. The catalyst class is: 9. Reactant: [Br:1][C:2]1[CH:3]=[C:4]([F:14])[C:5]([C:9]([O:11][CH2:12][CH3:13])=[O:10])=[N+:6]([O-])[CH:7]=1.FC(F)(F)C(OC(=O)C(F)(F)F)=[O:18]. (2) Reactant: [NH2:1][C:2]1[S:3][C:4]([C:7]([NH:9][C@H:10]([C:12]2[N:13]([C:24]3[CH:29]=[CH:28][CH:27]=[CH:26][CH:25]=3)[C:14](=[O:23])[C:15]3[C:20]([CH:21]=2)=[CH:19][CH:18]=[CH:17][C:16]=3[Cl:22])[CH3:11])=[O:8])=[CH:5][N:6]=1.C(N(CC)CC)C.[C:37](Cl)(=[O:39])[CH3:38]. Product: [C:37]([NH:1][C:2]1[S:3][C:4]([C:7]([NH:9][C@H:10]([C:12]2[N:13]([C:24]3[CH:25]=[CH:26][CH:27]=[CH:28][CH:29]=3)[C:14](=[O:23])[C:15]3[C:20]([CH:21]=2)=[CH:19][CH:18]=[CH:17][C:16]=3[Cl:22])[CH3:11])=[O:8])=[CH:5][N:6]=1)(=[O:39])[CH3:38]. The catalyst class is: 527. (3) Reactant: [C:1]1([CH2:7][CH2:8][C:9]2[N:13]3[CH:14]=[CH:15][CH:16]=[CH:17][C:12]3=[N:11][C:10]=2[C:18]([OH:20])=O)[CH:6]=[CH:5][CH:4]=[CH:3][CH:2]=1.[CH3:21][CH:22]([CH3:46])[CH2:23][NH:24][C@H:25]1[CH2:30][C@@H:29]([C:31]([N:33]2[CH2:38][CH2:37][O:36][CH2:35][CH2:34]2)=[O:32])[CH2:28][N:27]([C:39]([O:41][C:42]([CH3:45])([CH3:44])[CH3:43])=[O:40])[CH2:26]1.C(N(CC)C(C)C)(C)C.F[P-](F)(F)(F)(F)F.ClC(N(C)C)=[N+](C)C. Product: [CH3:21][CH:22]([CH3:46])[CH2:23][N:24]([C:18]([C:10]1[N:11]=[C:12]2[CH:17]=[CH:16][CH:15]=[CH:14][N:13]2[C:9]=1[CH2:8][CH2:7][C:1]1[CH:2]=[CH:3][CH:4]=[CH:5][CH:6]=1)=[O:20])[C@H:25]1[CH2:30][C@@H:29]([C:31]([N:33]2[CH2:38][CH2:37][O:36][CH2:35][CH2:34]2)=[O:32])[CH2:28][N:27]([C:39]([O:41][C:42]([CH3:43])([CH3:45])[CH3:44])=[O:40])[CH2:26]1. The catalyst class is: 10. (4) Reactant: C([O:5][C:6](=[O:19])[C:7]([S:10][C:11]1[S:12][CH:13]=[C:14]([CH2:16][CH2:17][NH2:18])[N:15]=1)([CH3:9])[CH3:8])(C)(C)C.[Cl:20][C:21]1[CH:28]=[C:27](F)[CH:26]=[CH:25][C:22]=1[C:23]#[N:24].F[C:31](F)(F)[C:32](O)=O. Product: [Cl:20][C:21]1[CH:28]=[C:27]([N:18]([CH2:23][CH2:22][CH2:21][CH2:28][CH2:27][CH2:31][CH3:32])[CH2:17][CH2:16][C:14]2[N:15]=[C:11]([S:10][C:7]([CH3:8])([CH3:9])[C:6]([OH:5])=[O:19])[S:12][CH:13]=2)[CH:26]=[CH:25][C:22]=1[C:23]#[N:24]. The catalyst class is: 4. (5) Reactant: [Br:1][C:2]1[NH:6][CH:5]=[C:4]([CH2:7][N:8]([CH3:16])[C:9](=[O:15])[O:10][C:11]([CH3:14])([CH3:13])[CH3:12])[CH:3]=1.[H-].[Na+].C1OCCOCCOCCOCCOC1.[CH3:34][C:35]1[N:40]=[CH:39][C:38]([S:41](Cl)(=[O:43])=[O:42])=[CH:37][CH:36]=1. Product: [C:11]([O:10][C:9](=[O:15])[N:8]([CH2:7][C:4]1[CH:3]=[C:2]([Br:1])[N:6]([S:41]([C:38]2[CH:39]=[N:40][C:35]([CH3:34])=[CH:36][CH:37]=2)(=[O:43])=[O:42])[CH:5]=1)[CH3:16])([CH3:12])([CH3:13])[CH3:14]. The catalyst class is: 30. (6) Reactant: Br[C:2]1[CH:7]=[CH:6][C:5]([S:8]([NH:11][C:12]2[CH:17]=[C:16]([N:18]3[CH2:23][C@H:22]([CH3:24])[NH:21][C@H:20]([CH3:25])[CH2:19]3)[CH:15]=[CH:14][C:13]=2[O:26][CH3:27])(=[O:10])=[O:9])=[C:4]([F:28])[CH:3]=1.[CH3:29][C:30]1[O:34][C:33](B(O)O)=[CH:32][CH:31]=1.CC(C)([O-])C.[K+]. Product: [CH3:25][C@H:20]1[NH:21][C@@H:22]([CH3:24])[CH2:23][N:18]([C:16]2[CH:15]=[CH:14][C:13]([O:26][CH3:27])=[C:12]([NH:11][S:8]([C:5]3[CH:6]=[CH:7][C:2]([C:33]4[O:34][C:30]([CH3:29])=[CH:31][CH:32]=4)=[CH:3][C:4]=3[F:28])(=[O:10])=[O:9])[CH:17]=2)[CH2:19]1. The catalyst class is: 108. (7) Reactant: [C:1]([O:5][C:6]([N:8]1[CH2:12][CH:11]=[C:10]([C:13]2[CH:14]=[N:15][CH:16]=[C:17]([NH2:19])[CH:18]=2)[CH2:9]1)=[O:7])([CH3:4])([CH3:3])[CH3:2]. Product: [C:1]([O:5][C:6]([N:8]1[CH2:12][CH2:11][CH:10]([C:13]2[CH:14]=[N:15][CH:16]=[C:17]([NH2:19])[CH:18]=2)[CH2:9]1)=[O:7])([CH3:4])([CH3:2])[CH3:3]. The catalyst class is: 19. (8) Reactant: [Se](=O)=[O:2].[Cl:4][C:5]1[CH:6]=[N:7][C:8]2[C:13]([C:14]=1[CH3:15])=[CH:12][CH:11]=[CH:10][CH:9]=2. Product: [Cl:4][C:5]1[CH:6]=[N:7][C:8]2[C:13]([C:14]=1[CH:15]=[O:2])=[CH:12][CH:11]=[CH:10][CH:9]=2. The catalyst class is: 38. (9) Reactant: [NH2:1][C:2]1[N:7]=[CH:6][N:5]=[C:4]2[N:8]([CH2:25][C@@H:26]3[CH2:30][CH2:29][CH2:28][N:27]3[C:31](=[O:35])[CH2:32][C:33]#[N:34])[N:9]=[C:10]([C:11]3[CH:16]=[CH:15][C:14]([O:17][C:18]4[CH:23]=[CH:22][CH:21]=[CH:20][CH:19]=4)=[CH:13][C:12]=3[F:24])[C:3]=12.[CH3:36][C:37]([N:41]1[CH2:45][CH2:44][CH2:43][CH2:42]1)([CH3:40])[CH:38]=O.N1CCCC1.Cl[Si](C)(C)C. Product: [NH2:1][C:2]1[N:7]=[CH:6][N:5]=[C:4]2[N:8]([CH2:25][C@@H:26]3[CH2:30][CH2:29][CH2:28][N:27]3[C:31]([C:32](=[CH:36][C:37]([CH3:40])([N:41]3[CH2:45][CH2:44][CH2:43][CH2:42]3)[CH3:38])[C:33]#[N:34])=[O:35])[N:9]=[C:10]([C:11]3[CH:16]=[CH:15][C:14]([O:17][C:18]4[CH:19]=[CH:20][CH:21]=[CH:22][CH:23]=4)=[CH:13][C:12]=3[F:24])[C:3]=12. The catalyst class is: 326.